Dataset: Reaction yield outcomes from USPTO patents with 853,638 reactions. Task: Predict the reaction yield, written as a fraction of the theoretical maximum amount of product (1.0 means a 100% yield; for example, 0.34 means a 34% yield). (1) The reactants are [F:1][C:2]([F:20])([F:19])[C:3](=O)[CH2:4][C:5]([C:7]1[CH:17]=[CH:16][C:10]2[O:11][CH2:12][C:13](=[O:15])[NH:14][C:9]=2[CH:8]=1)=O.Cl.[N:22]1[CH:27]=[CH:26][CH:25]=[C:24]([NH:28][NH2:29])[CH:23]=1. No catalyst specified. The product is [N:22]1[CH:27]=[CH:26][CH:25]=[C:24]([N:28]2[C:5]([C:7]3[CH:17]=[CH:16][C:10]4[O:11][CH2:12][C:13](=[O:15])[NH:14][C:9]=4[CH:8]=3)=[CH:4][C:3]([C:2]([F:20])([F:19])[F:1])=[N:29]2)[CH:23]=1. The yield is 0.290. (2) The reactants are [OH:1][CH:2]1[CH2:11][CH2:10][NH:9][C:8]2[N:7]=[CH:6][C:5]([C:12]3[CH:17]=[CH:16][C:15]([C:18]([N:20]4[CH2:25][CH2:24][N:23]([CH3:26])[CH2:22][CH2:21]4)=[O:19])=[CH:14][CH:13]=3)=[CH:4][C:3]1=2.[F:27][C:28]1[CH:33]=[CH:32][C:31]([C:34](=[O:36])[CH3:35])=[C:30](O)[CH:29]=1. The catalyst is CO.C(Cl)Cl. The product is [F:27][C:28]1[CH:33]=[CH:32][C:31]([C:34](=[O:36])[CH3:35])=[C:30]([O:1][CH:2]2[C:3]3[C:8](=[N:7][CH:6]=[C:5]([C:12]4[CH:13]=[CH:14][C:15]([C:18]([N:20]5[CH2:21][CH2:22][N:23]([CH3:26])[CH2:24][CH2:25]5)=[O:19])=[CH:16][CH:17]=4)[CH:4]=3)[NH:9][CH2:10][CH2:11]2)[CH:29]=1. The yield is 0.530.